Dataset: Forward reaction prediction with 1.9M reactions from USPTO patents (1976-2016). Task: Predict the product of the given reaction. (1) Given the reactants [Cl:1][C:2]1[CH:3]=[C:4]([CH:8]=[CH:9][C:10]=1[CH:11]([CH3:25])[C:12]([C:18]1[CH:23]=[CH:22][N:21]=[C:20]([Cl:24])[CH:19]=1)([OH:17])[C:13]([F:16])([F:15])[F:14])[C:5](O)=[O:6].Cl.[CH3:27][O:28][C:29](=[O:38])[C:30]1[CH:35]=[CH:34][C:33]([CH2:36][NH2:37])=[CH:32][CH:31]=1.CN(C(ON1N=NC2C=CC=CC1=2)=[N+](C)C)C.F[P-](F)(F)(F)(F)F, predict the reaction product. The product is: [CH3:27][O:28][C:29](=[O:38])[C:30]1[CH:35]=[CH:34][C:33]([CH2:36][NH:37][C:5](=[O:6])[C:4]2[CH:8]=[CH:9][C:10]([CH:11]([CH3:25])[C:12]([C:18]3[CH:23]=[CH:22][N:21]=[C:20]([Cl:24])[CH:19]=3)([OH:17])[C:13]([F:16])([F:14])[F:15])=[C:2]([Cl:1])[CH:3]=2)=[CH:32][CH:31]=1. (2) Given the reactants [C:1]([C:3]([C:6]1[CH:7]=[C:8]([CH:39]=[CH:40][CH:41]=1)[C:9]([NH:11][C:12]1[CH:17]=[CH:16][C:15]([CH3:18])=[C:14]([NH:19][C:20]2[CH:21]=[C:22]3[C:27](=[CH:28][CH:29]=2)[N:26]=[CH:25][N:24]([CH2:30][CH:31]2[CH2:35][O:34]C(C)(C)[O:32]2)[C:23]3=[O:38])[CH:13]=1)=[O:10])([CH3:5])[CH3:4])#[N:2].Cl, predict the reaction product. The product is: [C:1]([C:3]([C:6]1[CH:7]=[C:8]([CH:39]=[CH:40][CH:41]=1)[C:9]([NH:11][C:12]1[CH:17]=[CH:16][C:15]([CH3:18])=[C:14]([NH:19][C:20]2[CH:21]=[C:22]3[C:27](=[CH:28][CH:29]=2)[N:26]=[CH:25][N:24]([CH2:30][CH:31]([OH:32])[CH2:35][OH:34])[C:23]3=[O:38])[CH:13]=1)=[O:10])([CH3:4])[CH3:5])#[N:2].